This data is from Catalyst prediction with 721,799 reactions and 888 catalyst types from USPTO. The task is: Predict which catalyst facilitates the given reaction. (1) Reactant: [NH2:1][C:2]1[CH:7]=[CH:6][C:5]([C:8](=[O:10])[CH3:9])=[CH:4][CH:3]=1.[ClH:11]. Product: [ClH:11].[NH2:1][C:2]1[CH:7]=[CH:6][C:5]([C:8](=[O:10])[CH3:9])=[CH:4][CH:3]=1. The catalyst class is: 48. (2) Reactant: [C:1]([O:5][C:6]([NH:8][C@@H:9]1[CH2:14][CH2:13][CH2:12][N:11]([C:15]([O:17][CH2:18][C:19]2[CH:24]=[CH:23][CH:22]=[CH:21][CH:20]=2)=[O:16])[CH2:10]1)=[O:7])([CH3:4])([CH3:3])[CH3:2].[H-].[Na+].I[CH2:28][CH3:29].O. Product: [C:1]([O:5][C:6]([N:8]([CH2:28][CH3:29])[C@@H:9]1[CH2:14][CH2:13][CH2:12][N:11]([C:15]([O:17][CH2:18][C:19]2[CH:24]=[CH:23][CH:22]=[CH:21][CH:20]=2)=[O:16])[CH2:10]1)=[O:7])([CH3:4])([CH3:2])[CH3:3]. The catalyst class is: 3.